Predict the reactants needed to synthesize the given product. From a dataset of Full USPTO retrosynthesis dataset with 1.9M reactions from patents (1976-2016). (1) Given the product [NH2:17][C:15]1[C:16]2[C:8]([C:5]3[CH:4]=[CH:3][C:2]([NH:1][C:41]([C:33]4[N:32]([CH3:31])[C:40]5[C:35]([CH:34]=4)=[CH:36][CH:37]=[CH:38][CH:39]=5)=[O:42])=[CH:7][CH:6]=3)=[CH:9][N:10]([C@H:18]3[CH2:23][CH2:22][C@H:21]([N:24]4[CH2:25][CH2:26][N:27]([CH3:30])[CH2:28][CH2:29]4)[CH2:20][CH2:19]3)[C:11]=2[N:12]=[CH:13][N:14]=1, predict the reactants needed to synthesize it. The reactants are: [NH2:1][C:2]1[CH:7]=[CH:6][C:5]([C:8]2[C:16]3[C:15]([NH2:17])=[N:14][CH:13]=[N:12][C:11]=3[N:10]([C@H:18]3[CH2:23][CH2:22][C@H:21]([N:24]4[CH2:29][CH2:28][N:27]([CH3:30])[CH2:26][CH2:25]4)[CH2:20][CH2:19]3)[CH:9]=2)=[CH:4][CH:3]=1.[CH3:31][N:32]1[C:40]2[C:35](=[CH:36][CH:37]=[CH:38][CH:39]=2)[CH:34]=[C:33]1[C:41](O)=[O:42].CN(C(ON1N=NC2C=CC=CC1=2)=[N+](C)C)C.[B-](F)(F)(F)F.CCN(C(C)C)C(C)C. (2) The reactants are: [C:1]([O:5][C:6](=[O:21])[NH:7][CH2:8][CH2:9][C@H:10]([NH:13][C:14]([O:16][C:17]([CH3:20])([CH3:19])[CH3:18])=[O:15])[CH2:11][OH:12])([CH3:4])([CH3:3])[CH3:2].[CH3:22][S:23](Cl)(=[O:25])=[O:24].C(N(CC)CC)C. Given the product [CH3:22][S:23]([O:12][CH2:11][C@@H:10]([NH:13][C:14]([O:16][C:17]([CH3:20])([CH3:19])[CH3:18])=[O:15])[CH2:9][CH2:8][NH:7][C:6]([O:5][C:1]([CH3:4])([CH3:3])[CH3:2])=[O:21])(=[O:25])=[O:24], predict the reactants needed to synthesize it. (3) The reactants are: [NH2:1][C:2]1[S:3][CH:4]=[C:5]([C:7](=[N:38][OH:39])[C:8]([NH:10][CH:11]2[C:36](=[O:37])[N:13]3[C:14]([C:20]([O:22]C(C4C=CC=CC=4)C4C=CC=CC=4)=[O:21])=[C:15]([CH:18]=[CH2:19])[CH2:16][S:17][C@H:12]23)=[O:9])[N:6]=1.[B].O1CCCC1.[OH-].[Na+]. Given the product [CH2:19]=[CH:18][C:15]1[CH2:16][S:17][C@@H:12]2[C@H:11]([NH:10][C:8](/[C:7](/[C:5]3[N:6]=[C:2]([NH2:1])[S:3][CH:4]=3)=[N:38]\[OH:39])=[O:9])[C:36](=[O:37])[N:13]2[C:14]=1[C:20]([OH:22])=[O:21], predict the reactants needed to synthesize it. (4) Given the product [F:33][C:2]([F:1])([F:34])[C:3]1[CH:4]=[CH:5][C:6]([C@@H:9]2[C:18]3[C:13](=[CH:14][CH:15]=[CH:16][CH:17]=3)[CH2:12][CH2:11][N:10]2[C:19]([NH:21][C:22]2[CH:32]=[CH:31][C:25]([C:26]([OH:28])=[O:27])=[CH:24][CH:23]=2)=[O:20])=[CH:7][CH:8]=1, predict the reactants needed to synthesize it. The reactants are: [F:1][C:2]([F:34])([F:33])[C:3]1[CH:8]=[CH:7][C:6]([C@@H:9]2[C:18]3[C:13](=[CH:14][CH:15]=[CH:16][CH:17]=3)[CH2:12][CH2:11][N:10]2[C:19]([NH:21][C:22]2[CH:32]=[CH:31][C:25]([C:26]([O:28]CC)=[O:27])=[CH:24][CH:23]=2)=[O:20])=[CH:5][CH:4]=1.[OH-].[Na+]. (5) The reactants are: [Cl:1][C:2]1[C:7]([F:8])=[CH:6][CH:5]=[C:4]([Cl:9])[C:3]=1[CH:10]([C:31]1[C:39]2[C:34](=[N:35][CH:36]=[C:37]([C:40]3[CH:41]=[N:42][N:43]([CH3:45])[CH:44]=3)[CH:38]=2)[NH:33][CH:32]=1)[C:11]([F:30])(S(C1C=CC=CC=1)(=O)=O)S(C1C=CC=CC=1)(=O)=O.P([O-])([O-])(O)=O.[Na+].[Na+]. Given the product [Cl:1][C:2]1[C:7]([F:8])=[CH:6][CH:5]=[C:4]([Cl:9])[C:3]=1[CH:10]([C:31]1[C:39]2[C:34](=[N:35][CH:36]=[C:37]([C:40]3[CH:41]=[N:42][N:43]([CH3:45])[CH:44]=3)[CH:38]=2)[NH:33][CH:32]=1)[CH2:11][F:30], predict the reactants needed to synthesize it. (6) Given the product [Cl:23][C:9]1[O:10][C:11]([CH2:12][CH2:13][CH2:14][C:15]([O:17][CH2:18][CH3:19])=[O:16])=[C:7]([C:5]2[S:6][C:2]([Cl:1])=[CH:3][CH:4]=2)[N:8]=1, predict the reactants needed to synthesize it. The reactants are: [Cl:1][C:2]1[S:6][C:5]([C:7]2[NH:8][C:9](=O)[O:10][C:11]=2[CH2:12][CH2:13][CH2:14][C:15]([O:17][CH2:18][CH3:19])=[O:16])=[CH:4][CH:3]=1.P(Cl)(Cl)([Cl:23])=O. (7) Given the product [C:24]([O:12][C:2]([CH3:1])([CH2:5][CH2:6][C:7]([CH3:11])=[C:8]([CH3:10])[CH3:9])[C:3]#[CH:4])(=[O:26])[CH3:25], predict the reactants needed to synthesize it. The reactants are: [CH3:1][C:2]([OH:12])([CH2:5][CH2:6][C:7]([CH3:11])=[C:8]([CH3:10])[CH3:9])[C:3]#[CH:4].C1(C)C=CC(S(O)(=O)=O)=CC=1.[C:24](OC(=O)C)(=[O:26])[CH3:25].